Dataset: Human liver microsome stability data. Task: Regression/Classification. Given a drug SMILES string, predict its absorption, distribution, metabolism, or excretion properties. Task type varies by dataset: regression for continuous measurements (e.g., permeability, clearance, half-life) or binary classification for categorical outcomes (e.g., BBB penetration, CYP inhibition). Dataset: hlm. (1) The drug is COc1cnc(-c2cnccn2)c2[nH]cc(C(=O)C(=O)N3CCN(C(=O)c4ccccn4)CC3)c12. The result is 0 (unstable in human liver microsomes). (2) The molecule is COc1cc2nc3cc(Nc4ccc(CN5CCOCC5)cc4)ccc3c(O)c2cc1Cl. The result is 1 (stable in human liver microsomes). (3) The molecule is COc1ccc2c(c1)C1CC1(C(=O)N1C3CCC1CN(C)C3)Cn1c-2c(C2CCCCC2)c2ccc(C(=O)NS(=O)(=O)CC(C)C)cc21. The result is 0 (unstable in human liver microsomes). (4) The result is 1 (stable in human liver microsomes). The drug is O=C(NCc1ccc(Cl)cc1Cl)[C@@H]1COC(=O)N1c1cccs1.